Task: Predict the reaction yield, written as a fraction of the theoretical maximum amount of product (1.0 means a 100% yield; for example, 0.34 means a 34% yield).. Dataset: Reaction yield outcomes from USPTO patents with 853,638 reactions (1) The reactants are [C:1]([Cu])#[N:2].[CH3:4][O:5][C:6]([C@H:8]1[N:12]2[C:13](=[O:35])[C:14](Br)=[C:15]([CH2:23][C:24]3[C:33]4[C:28](=[CH:29][CH:30]=[CH:31][CH:32]=4)[CH:27]=[CH:26][CH:25]=3)[C:16]([C:17]3[CH:22]=[CH:21][CH:20]=[CH:19][CH:18]=3)=[C:11]2[S:10][CH2:9]1)=[O:7]. The catalyst is CN1C(=O)CCC1. The product is [CH3:4][O:5][C:6]([C@H:8]1[N:12]2[C:13](=[O:35])[C:14]([C:1]#[N:2])=[C:15]([CH2:23][C:24]3[C:33]4[C:28](=[CH:29][CH:30]=[CH:31][CH:32]=4)[CH:27]=[CH:26][CH:25]=3)[C:16]([C:17]3[CH:22]=[CH:21][CH:20]=[CH:19][CH:18]=3)=[C:11]2[S:10][CH2:9]1)=[O:7]. The yield is 0.820. (2) The reactants are [CH3:1][O:2][C:3]([C:5]1[CH:6]=[C:7]2[C:12](=[CH:13][CH:14]=1)[N:11]=[CH:10][C:9]([O:15][C:16]1[C:21]([Cl:22])=[CH:20][C:19]([NH2:23])=[CH:18][C:17]=1[Cl:24])=[CH:8]2)=[O:4].[Cl:25][C:26]1[CH:31]=[C:30]([Cl:32])[CH:29]=[CH:28][C:27]=1[S:33](Cl)(=[O:35])=[O:34].N1C=CC=CC=1.C([O-])(O)=O.[Na+]. No catalyst specified. The product is [CH3:1][O:2][C:3]([C:5]1[CH:6]=[C:7]2[C:12](=[CH:13][CH:14]=1)[N:11]=[CH:10][C:9]([O:15][C:16]1[C:17]([Cl:24])=[CH:18][C:19]([NH:23][S:33]([C:27]3[CH:28]=[CH:29][C:30]([Cl:32])=[CH:31][C:26]=3[Cl:25])(=[O:35])=[O:34])=[CH:20][C:21]=1[Cl:22])=[CH:8]2)=[O:4]. The yield is 0.410. (3) The reactants are [CH2:1]([NH:8][CH:9]([C:14]1[CH:19]=[CH:18][CH:17]=[CH:16][CH:15]=1)[C:10]([O:12]C)=[O:11])[C:2]1[CH:7]=[CH:6][CH:5]=[CH:4][CH:3]=1. The catalyst is C1COCC1.[OH-].[Na+]. The product is [CH2:1]([NH:8][CH:9]([C:14]1[CH:19]=[CH:18][CH:17]=[CH:16][CH:15]=1)[C:10]([OH:12])=[O:11])[C:2]1[CH:3]=[CH:4][CH:5]=[CH:6][CH:7]=1. The yield is 1.00. (4) The reactants are [N+:1]([C:4]1[CH:5]=[C:6]2[C:10](=[CH:11][CH:12]=1)[NH:9][NH:8][C:7]2=[O:13])([O-:3])=[O:2].C(Br)C=C.C(N1[C:29]2[C:24](=[CH:25][C:26]([N+]([O-])=O)=[CH:27][CH:28]=2)[C:23](=O)N1)C=C. No catalyst specified. The product is [CH2:23]([N:9]1[C:10]2[C:6](=[CH:5][C:4]([N+:1]([O-:3])=[O:2])=[CH:12][CH:11]=2)[C:7](=[O:13])[NH:8]1)[C:24]1[CH:29]=[CH:28][CH:27]=[CH:26][CH:25]=1. The yield is 0.670. (5) The reactants are [Br:1][C:2]1[CH:3]=[C:4]([CH:8]=[CH:9][CH:10]=1)[C:5](Cl)=[O:6].Cl.[CH3:12][NH:13][O:14][CH3:15].C(NC(C)C)(C)C. The catalyst is C(Cl)Cl. The product is [Br:1][C:2]1[CH:3]=[C:4]([CH:8]=[CH:9][CH:10]=1)[C:5]([N:13]([O:14][CH3:15])[CH3:12])=[O:6]. The yield is 0.890. (6) The reactants are [Cl:1][C:2]1[CH:7]=[CH:6][C:5]([CH2:8][C:9]([S:11][C:12]#[N:13])=O)=[CH:4][CH:3]=1.[BrH:14].C(O)(=O)C. The catalyst is C(O)(=O)C. The product is [Cl:1][C:2]1[CH:7]=[CH:6][C:5]([C:8]2[N:13]=[C:12]([Br:14])[S:11][CH:9]=2)=[CH:4][CH:3]=1. The yield is 0.440. (7) The reactants are [O:1]1[CH2:6][CH2:5][CH:4]([C:7]([OH:9])=O)[CH2:3][CH2:2]1.F[B-](F)(F)F.N1(OC(N(C)C)=[N+](C)C)C2C=CC=CC=2N=N1.C(N(CC)C(C)C)(C)C.[F:41][C:42]1[CH:47]=[CH:46][C:45]([O:48][C:49](=[O:65])[N:50]([C@@H:52]2[C@@H:56]([C:57]3[CH:62]=[CH:61][C:60]([Cl:63])=[C:59]([Cl:64])[CH:58]=3)[CH2:55][NH:54][CH2:53]2)[CH3:51])=[CH:44][CH:43]=1. The catalyst is CN(C=O)C.C(OCC)(=O)C. The product is [F:41][C:42]1[CH:47]=[CH:46][C:45]([O:48][C:49](=[O:65])[N:50]([C@@H:52]2[C@@H:56]([C:57]3[CH:62]=[CH:61][C:60]([Cl:63])=[C:59]([Cl:64])[CH:58]=3)[CH2:55][N:54]([C:7]([CH:4]3[CH2:3][CH2:2][O:1][CH2:6][CH2:5]3)=[O:9])[CH2:53]2)[CH3:51])=[CH:44][CH:43]=1. The yield is 0.570. (8) The reactants are [Br:1][CH2:2][C:3](Br)=[O:4].[CH2:6]([NH:24][CH2:25][CH2:26][CH2:27][CH2:28][CH2:29][CH2:30][CH2:31][CH2:32][CH2:33][CH2:34][CH2:35][CH2:36][CH2:37][CH2:38][CH2:39][CH2:40][CH2:41][CH3:42])[CH2:7][CH2:8][CH2:9][CH2:10][CH2:11][CH2:12][CH2:13][CH2:14][CH2:15][CH2:16][CH2:17][CH2:18][CH2:19][CH2:20][CH2:21][CH2:22][CH3:23].CCN(CC)CC. The catalyst is C(Cl)(Cl)Cl. The product is [Br:1][CH2:2][C:3]([N:24]([CH2:25][CH2:26][CH2:27][CH2:28][CH2:29][CH2:30][CH2:31][CH2:32][CH2:33][CH2:34][CH2:35][CH2:36][CH2:37][CH2:38][CH2:39][CH2:40][CH2:41][CH3:42])[CH2:6][CH2:7][CH2:8][CH2:9][CH2:10][CH2:11][CH2:12][CH2:13][CH2:14][CH2:15][CH2:16][CH2:17][CH2:18][CH2:19][CH2:20][CH2:21][CH2:22][CH3:23])=[O:4]. The yield is 0.610. (9) The catalyst is C(Cl)Cl. The product is [Si:1]([O:8][C:9]([CH3:18])([CH3:17])[CH2:10][N:11]1[CH:15]=[C:14]([Sn:24]([CH3:26])([CH3:25])[CH3:23])[N:13]=[CH:12]1)([C:4]([CH3:7])([CH3:6])[CH3:5])([CH3:3])[CH3:2]. The yield is 0.740. The reactants are [Si:1]([O:8][C:9]([CH3:18])([CH3:17])[CH2:10][N:11]1[CH:15]=[C:14](I)[N:13]=[CH:12]1)([C:4]([CH3:7])([CH3:6])[CH3:5])([CH3:3])[CH3:2].C([Mg]Br)C.[CH3:23][Sn:24](Cl)([CH3:26])[CH3:25].